This data is from Forward reaction prediction with 1.9M reactions from USPTO patents (1976-2016). The task is: Predict the product of the given reaction. (1) Given the reactants [C:1](/[C:5](=[CH:11]/[CH2:12][CH3:13])/[CH:6]=[CH:7]/[C:8](=[O:10])[CH3:9])([CH3:4])([CH3:3])[CH3:2], predict the reaction product. The product is: [C:1]([CH:5]([CH2:11][CH2:12][CH3:13])[CH2:6][CH2:7][C:8](=[O:10])[CH3:9])([CH3:4])([CH3:3])[CH3:2]. (2) Given the reactants [CH3:1][O:2][C:3]1[CH:12]=[CH:11][C:10]([CH:13]=O)=[C:9]2[C:4]=1[CH2:5][CH2:6][C:7](=[O:15])[NH:8]2.C(O)(=O)C, predict the reaction product. The product is: [CH3:1][O:2][C:3]1[CH:12]=[CH:11][C:10]([CH3:13])=[C:9]2[C:4]=1[CH2:5][CH2:6][C:7](=[O:15])[NH:8]2. (3) Given the reactants [CH3:1][O:2][CH2:3][CH2:4][CH2:5][C:6]([OH:8])=O.Cl.[CH3:10][NH:11][O:12][CH3:13], predict the reaction product. The product is: [CH3:13][O:12][N:11]([CH3:10])[C:6](=[O:8])[CH2:5][CH2:4][CH2:3][O:2][CH3:1]. (4) Given the reactants [Si:1]([O:8][C@@H:9]1[C@@H:13]([OH:14])[C@@H:12]([CH2:15][O:16][Si:17]([C:20]([CH3:23])([CH3:22])[CH3:21])([CH3:19])[CH3:18])[O:11][C@H:10]1[N:24]1[CH:31]=[CH:30][C:28](=[O:29])[NH:27][C:25]1=[O:26])([C:4]([CH3:7])([CH3:6])[CH3:5])([CH3:3])[CH3:2].[C:32](OC(=O)C)(=[O:34])[CH3:33].O, predict the reaction product. The product is: [C:32]([O:14][C@H:13]1[C@@H:12]([CH2:15][O:16][Si:17]([C:20]([CH3:22])([CH3:23])[CH3:21])([CH3:18])[CH3:19])[O:11][C@@H:10]([N:24]2[CH:31]=[CH:30][C:28](=[O:29])[NH:27][C:25]2=[O:26])[C@@H:9]1[O:8][Si:1]([C:4]([CH3:5])([CH3:6])[CH3:7])([CH3:2])[CH3:3])(=[O:34])[CH3:33]. (5) Given the reactants [CH2:1]([O:3][C:4]([C:6]1[CH:7]=[C:8]2[N:13]([C:14]=1[C:15]1[CH:16]=[N:17][C:18]([CH3:21])=[CH:19][CH:20]=1)[CH:12]=[CH:11][C:10]([CH2:22]OS(C)(=O)=O)=[CH:9]2)=[O:5])[CH3:2].[N-:28]=[N+:29]=[N-:30].[Na+], predict the reaction product. The product is: [CH2:1]([O:3][C:4]([C:6]1[CH:7]=[C:8]2[N:13]([C:14]=1[C:15]1[CH:16]=[N:17][C:18]([CH3:21])=[CH:19][CH:20]=1)[CH:12]=[CH:11][C:10]([CH2:22][N:28]=[N+:29]=[N-:30])=[CH:9]2)=[O:5])[CH3:2]. (6) The product is: [C:12]1([C:11]2[NH:21][C:20](=[O:19])[NH:1][C:2]3[C:10]=2[CH:9]=[C:8]2[CH:7]=[CH:6][CH:5]=[C:4]2[CH:3]=3)[CH:17]=[CH:16][CH:15]=[CH:14][CH:13]=1. Given the reactants [NH2:1][C:2]1[CH:3]=[C:4]2[C:8](=[CH:9][C:10]=1[C:11](=O)[C:12]1[CH:17]=[CH:16][CH:15]=[CH:14][CH:13]=1)[CH2:7][CH2:6][CH2:5]2.[O-:19][C:20]#[N:21].[Na+], predict the reaction product.